Task: Predict the reactants needed to synthesize the given product.. Dataset: Full USPTO retrosynthesis dataset with 1.9M reactions from patents (1976-2016) (1) Given the product [CH3:9][O:8][C:7]1[C:2]2[S:16][C:11]([C:12]([F:15])([F:14])[F:13])=[N:10][C:3]=2[CH:4]=[CH:5][CH:6]=1, predict the reactants needed to synthesize it. The reactants are: Br[C:2]1[C:7]([O:8][CH3:9])=[CH:6][CH:5]=[CH:4][C:3]=1[NH:10][C:11](=[S:16])[C:12]([F:15])([F:14])[F:13].N1C2C(=CC=C3C=2N=CC=C3)C=CC=1.C(=O)([O-])[O-].[Cs+].[Cs+]. (2) Given the product [C:28]1([CH3:56])[CH:33]=[CH:32][C:31]([S:34]([CH2:37][CH2:38][O:39][C:40](=[O:55])[CH2:41][O:42][C:43]2[CH:44]=[C:45]([CH3:54])[C:46]([S:50]([N:21]3[C:20]4[CH:22]=[CH:23][CH:24]=[CH:25][C:19]=4[N:18]=[C:17]3[S:15]([CH2:14][C:3]3[C:2]([CH3:1])=[C:7]([O:8][CH2:9][C:10]([F:13])([F:11])[F:12])[CH:6]=[CH:5][N:4]=3)=[O:16])(=[O:51])=[O:52])=[C:47]([CH3:49])[CH:48]=2)(=[O:35])=[O:36])=[CH:30][CH:29]=1, predict the reactants needed to synthesize it. The reactants are: [CH3:1][C:2]1[C:3]([CH2:14][S:15]([C:17]2[NH:21][C:20]3[CH:22]=[CH:23][CH:24]=[CH:25][C:19]=3[N:18]=2)=[O:16])=[N:4][CH:5]=[CH:6][C:7]=1[O:8][CH2:9][C:10]([F:13])([F:12])[F:11].[H-].[Na+].[C:28]1([CH3:56])[CH:33]=[CH:32][C:31]([S:34]([CH2:37][CH2:38][O:39][C:40](=[O:55])[CH2:41][O:42][C:43]2[CH:48]=[C:47]([CH3:49])[C:46]([S:50](Cl)(=[O:52])=[O:51])=[C:45]([CH3:54])[CH:44]=2)(=[O:36])=[O:35])=[CH:30][CH:29]=1.O. (3) The reactants are: [C:1](Cl)(=[O:3])C.[Br:5][C:6]1[C:14]2[C:9](=[N:10][CH:11]=[CH:12][CH:13]=2)[S:8][C:7]=1[CH:15]([O:18][Si](C)(C)C)[C:16]#N.C[OH:24]. Given the product [Br:5][C:6]1[C:14]2[C:9](=[N:10][CH:11]=[CH:12][CH:13]=2)[S:8][C:7]=1[CH:15]([OH:18])[C:16]([O:3][CH3:1])=[O:24], predict the reactants needed to synthesize it.